From a dataset of Catalyst prediction with 721,799 reactions and 888 catalyst types from USPTO. Predict which catalyst facilitates the given reaction. Product: [F:14][C:12]1[C:11]([N+:15]([O-:17])=[O:16])=[CH:10][C:9]([O:18][CH3:19])=[C:8]([N:4]2[CH:5]=[N:6][C:2]([CH3:1])=[N:3]2)[CH:13]=1. The catalyst class is: 16. Reactant: [CH3:1][C:2]1[N:6]=[CH:5][NH:4][N:3]=1.F[C:8]1[CH:13]=[C:12]([F:14])[C:11]([N+:15]([O-:17])=[O:16])=[CH:10][C:9]=1[O:18][CH3:19].C(=O)([O-])[O-].[K+].[K+].O.